Dataset: Peptide-MHC class II binding affinity with 134,281 pairs from IEDB. Task: Regression. Given a peptide amino acid sequence and an MHC pseudo amino acid sequence, predict their binding affinity value. This is MHC class II binding data. (1) The peptide sequence is SADEVQRMMAEIDTD. The MHC is DRB4_0101 with pseudo-sequence DRB4_0103. The binding affinity (normalized) is 0.477. (2) The peptide sequence is KEPLKECGGILQAYD. The MHC is DRB1_0802 with pseudo-sequence DRB1_0802. The binding affinity (normalized) is 0.553. (3) The MHC is DRB1_0301 with pseudo-sequence DRB1_0301. The peptide sequence is TKVLLQYTGHITWT. The binding affinity (normalized) is 0. (4) The peptide sequence is LGQQQPFPPQQ. The MHC is HLA-DQA10501-DQB10201 with pseudo-sequence HLA-DQA10501-DQB10201. The binding affinity (normalized) is 0. (5) The peptide sequence is ALPTVEVVAAAADEV. The MHC is DRB4_0101 with pseudo-sequence DRB4_0103. The binding affinity (normalized) is 0.359.